This data is from Reaction yield outcomes from USPTO patents with 853,638 reactions. The task is: Predict the reaction yield, written as a fraction of the theoretical maximum amount of product (1.0 means a 100% yield; for example, 0.34 means a 34% yield). (1) The reactants are [CH2:1]([O:4][CH2:5][CH2:6][C:7]1[CH:17]=[CH:16][C:10]([O:11][CH2:12][CH:13]2[CH2:15][O:14]2)=[CH:9][CH:8]=1)[CH:2]=[CH2:3].[CH:18]([NH2:21])([CH3:20])[CH3:19]. The catalyst is CO. The product is [CH2:1]([O:4][CH2:5][CH2:6][C:7]1[CH:17]=[CH:16][C:10]([O:11][CH2:12][CH:13]([OH:14])[CH2:15][NH:21][CH:18]([CH3:20])[CH3:19])=[CH:9][CH:8]=1)[CH:2]=[CH2:3]. The yield is 0.750. (2) The reactants are F[C:2]1[CH:12]=[CH:11][C:5]([C:6]([O:8]CC)=[O:7])=[CH:4][C:3]=1[N+:13]([O-:15])=[O:14].[CH3:16][CH:17]1[CH2:22][CH2:21][CH2:20][CH2:19][NH:18]1.[OH-].[Li+]. The catalyst is CN(C=O)C.O.C1COCC1. The product is [CH3:16][CH:17]1[CH2:22][CH2:21][CH2:20][CH2:19][N:18]1[C:2]1[CH:12]=[CH:11][C:5]([C:6]([OH:8])=[O:7])=[CH:4][C:3]=1[N+:13]([O-:15])=[O:14]. The yield is 0.800.